From a dataset of Forward reaction prediction with 1.9M reactions from USPTO patents (1976-2016). Predict the product of the given reaction. (1) Given the reactants [CH:1]([N:3]1[CH2:8][CH2:7][CH:6]([C:9]([N:11]2[CH2:17][C:16]3[CH:18]=[CH:19][C:20]([C:22](OC)=[O:23])=[CH:21][C:15]=3[O:14][CH2:13][C@@H:12]2[CH3:26])=[O:10])[CH2:5][CH2:4]1)=[O:2].[NH2:27][OH:28].[OH-].[Na+], predict the reaction product. The product is: [CH:1]([N:3]1[CH2:8][CH2:7][CH:6]([C:9]([N:11]2[CH2:17][C:16]3[CH:18]=[CH:19][C:20]([C:22]([NH:27][OH:28])=[O:23])=[CH:21][C:15]=3[O:14][CH2:13][C@@H:12]2[CH3:26])=[O:10])[CH2:5][CH2:4]1)=[O:2]. (2) Given the reactants [CH3:1][C:2]1[NH:6][N:5]=[C:4]([NH:7][C:8](=[O:15])[C:9]2[CH:14]=[CH:13][CH:12]=[N:11][CH:10]=2)[CH:3]=1.C(N(CC)CC)C.[Cl:23][C:24]1[CH:32]=[CH:31][CH:30]=[CH:29][C:25]=1[C:26](Cl)=[O:27], predict the reaction product. The product is: [Cl:23][C:24]1[CH:32]=[CH:31][CH:30]=[CH:29][C:25]=1[C:26]([N:6]1[C:2]([CH3:1])=[CH:3][C:4]([NH:7][C:8](=[O:15])[C:9]2[CH:14]=[CH:13][CH:12]=[N:11][CH:10]=2)=[N:5]1)=[O:27]. (3) Given the reactants [F:1][C:2]([F:11])([F:10])[C:3]1[CH:8]=[CH:7][C:6]([OH:9])=[CH:5][CH:4]=1.[H-].[Na+:13], predict the reaction product. The product is: [F:1][C:2]([F:10])([F:11])[C:3]1[CH:8]=[CH:7][C:6]([O-:9])=[CH:5][CH:4]=1.[Na+:13]. (4) Given the reactants [CH2:1]([NH2:4])[C:2]#[CH:3].C(N(CC)CC)C.[CH2:12]([O:19][C:20](Cl)=[O:21])[C:13]1[CH:18]=[CH:17][CH:16]=[CH:15][CH:14]=1, predict the reaction product. The product is: [C:20]([NH:4][CH2:1][C:2]#[CH:3])([O:19][CH2:12][C:13]1[CH:18]=[CH:17][CH:16]=[CH:15][CH:14]=1)=[O:21]. (5) Given the reactants [NH2:1][C:2]1[C:7]2[N:8]=[CH:9][N:10]([CH2:11][CH2:12][CH2:13][CH2:14][NH:15]C(=O)C)[C:6]=2[C:5]([CH3:19])=[C:4]([CH3:20])[N:3]=1, predict the reaction product. The product is: [NH2:15][CH2:14][CH2:13][CH2:12][CH2:11][N:10]1[C:6]2[C:5]([CH3:19])=[C:4]([CH3:20])[N:3]=[C:2]([NH2:1])[C:7]=2[N:8]=[CH:9]1. (6) Given the reactants Cl.Cl.[CH3:3][C@H:4]1[C:12]2[C:11]([N:13]3[CH2:18][CH2:17][NH:16][CH2:15][CH2:14]3)=[N:10][CH:9]=[N:8][C:7]=2[CH2:6][S:5]1.[Cl:19][C:20]1[CH:25]=[CH:24][C:23]([CH:26]([CH2:30][N:31]2[CH2:35][CH2:34][CH2:33][CH2:32]2)[C:27](O)=[O:28])=[CH:22][CH:21]=1.CN(C(ON1N=NC2C=CC=CC1=2)=[N+](C)C)C.F[P-](F)(F)(F)(F)F.C(N(CC)CC)C, predict the reaction product. The product is: [Cl:19][C:20]1[CH:25]=[CH:24][C:23]([CH:26]([CH2:30][N:31]2[CH2:32][CH2:33][CH2:34][CH2:35]2)[C:27]([N:16]2[CH2:17][CH2:18][N:13]([C:11]3[C:12]4[C@H:4]([CH3:3])[S:5][CH2:6][C:7]=4[N:8]=[CH:9][N:10]=3)[CH2:14][CH2:15]2)=[O:28])=[CH:22][CH:21]=1. (7) Given the reactants Br[C:2]1[C:10]2[C:5](=[CH:6][N:7]=[C:8]([O:11][CH3:12])[CH:9]=2)[S:4][CH:3]=1.[Li]CCCC.CCCCCC.C(O[B:28]1[O:32][C:31]([CH3:34])([CH3:33])[C:30]([CH3:36])([CH3:35])[O:29]1)(C)C, predict the reaction product. The product is: [CH3:12][O:11][C:8]1[CH:9]=[C:10]2[C:2]([B:28]3[O:32][C:31]([CH3:34])([CH3:33])[C:30]([CH3:36])([CH3:35])[O:29]3)=[CH:3][S:4][C:5]2=[CH:6][N:7]=1.